Predict the product of the given reaction. From a dataset of Forward reaction prediction with 1.9M reactions from USPTO patents (1976-2016). (1) The product is: [CH3:41][S:42]([OH:45])(=[O:44])=[O:43].[CH3:41][S:42]([OH:45])(=[O:44])=[O:43].[NH2:10][C@H:11]1[C:25](=[O:26])[N:24]([CH2:27][C:28]([F:29])([F:31])[F:30])[CH2:23][C:14]2[C:15]3[CH:16]=[N:17][NH:18][C:19]=3[C:20]([Cl:22])=[CH:21][C:13]=2[CH2:12]1. Given the reactants C(OC(=O)[NH:10][C@H:11]1[C:25](=[O:26])[N:24]([CH2:27][C:28]([F:31])([F:30])[F:29])[CH2:23][C:14]2[C:15]3[CH:16]=[N:17][NH:18][C:19]=3[C:20]([Cl:22])=[CH:21][C:13]=2[CH2:12]1)C1C=CC=CC=1.C1(OC)C=CC=CC=1.[CH3:41][S:42]([OH:45])(=[O:44])=[O:43].CCOCC, predict the reaction product. (2) The product is: [NH3:5].[C:24]12([CH2:34][CH2:35][N:5]3[CH2:6][CH:7]4[CH:3]([C:2]4([C:8]4[CH:9]=[C:10]([NH:14][S:15]([CH3:18])(=[O:17])=[O:16])[CH:11]=[CH:12][CH:13]=4)[CH3:1])[CH2:4]3)[CH2:25][CH:26]3[CH2:32][CH:30]([CH2:29][CH:28]([CH2:27]3)[CH2:33]1)[CH2:31]2. Given the reactants [CH3:1][C:2]1([C:8]2[CH:9]=[C:10]([NH:14][S:15]([CH3:18])(=[O:17])=[O:16])[CH:11]=[CH:12][CH:13]=2)[CH:7]2[CH:3]1[CH2:4][NH:5][CH2:6]2.C(=O)([O-])O.[Na+].[C:24]12([CH2:34][CH2:35]I)[CH2:33][CH:28]3[CH2:29][CH:30]([CH2:32][CH:26]([CH2:27]3)[CH2:25]1)[CH2:31]2.C(OCC)C, predict the reaction product. (3) Given the reactants C([Li])(CC)C.CN(C)CCN(C)CCN(C)C.[C:18]([Si:22]([O:25][CH2:26][CH2:27][C:28]1[CH:33]=[CH:32][C:31]([F:34])=[CH:30][CH:29]=1)([CH3:24])[CH3:23])([CH3:21])([CH3:20])[CH3:19].CN([CH:38]=[O:39])C, predict the reaction product. The product is: [Si:22]([O:25][CH2:26][CH2:27][C:28]1[CH:33]=[CH:32][C:31]([F:34])=[C:30]([CH:29]=1)[CH:38]=[O:39])([C:18]([CH3:21])([CH3:19])[CH3:20])([CH3:23])[CH3:24]. (4) Given the reactants [OH:1][C:2]([CH3:11])([CH3:10])[C:3]([O:5][C:6]([CH3:9])([CH3:8])[CH3:7])=[O:4].[H-].[Na+].[Br:14][C:15]1[CH:16]=[CH:17][C:18]([F:39])=[C:19]([C:21]2([CH:36]([F:38])[F:37])[CH2:23][N:22]2[S:24]([C:27]2[CH:32]=[CH:31][CH:30]=[CH:29][C:28]=2[N+:33]([O-:35])=[O:34])(=[O:26])=[O:25])[CH:20]=1, predict the reaction product. The product is: [C:6]([O:5][C:3](=[O:4])[C:2]([O:1][CH2:23][C:21]([C:19]1[CH:20]=[C:15]([Br:14])[CH:16]=[CH:17][C:18]=1[F:39])([NH:22][S:24]([C:27]1[CH:32]=[CH:31][CH:30]=[CH:29][C:28]=1[N+:33]([O-:35])=[O:34])(=[O:26])=[O:25])[CH:36]([F:38])[F:37])([CH3:11])[CH3:10])([CH3:9])([CH3:8])[CH3:7]. (5) Given the reactants [C:1]([NH2:5])([CH3:4])([CH3:3])[CH3:2].C(N(CC)CC)C.[Br:13][C:14]1[CH:22]=[CH:21][C:17]([C:18](Cl)=[O:19])=[C:16]([F:23])[CH:15]=1, predict the reaction product. The product is: [Br:13][C:14]1[CH:22]=[CH:21][C:17]([C:18]([NH:5][C:1]([CH3:4])([CH3:3])[CH3:2])=[O:19])=[C:16]([F:23])[CH:15]=1. (6) Given the reactants [CH3:1][C:2]1[CH:7]=[CH:6][N:5]=[C:4]([NH2:8])[CH:3]=1.[CH:9]([C:11]1[CH:20]=[CH:19][C:14]([C:15]([NH:17][CH3:18])=[O:16])=[CH:13][C:12]=1[CH3:21])=O.[C:22]([C@@H:24]1[O:29][CH2:28][CH2:27][N:26]([C:30]([O:32][C:33]([CH3:36])([CH3:35])[CH3:34])=[O:31])[CH2:25]1)#[CH:23], predict the reaction product. The product is: [CH3:1][C:2]1[CH:7]=[CH:6][N:5]2[C:23]([CH2:22][C@@H:24]3[O:29][CH2:28][CH2:27][N:26]([C:30]([O:32][C:33]([CH3:34])([CH3:36])[CH3:35])=[O:31])[CH2:25]3)=[C:9]([C:11]3[CH:20]=[CH:19][C:14]([C:15](=[O:16])[NH:17][CH3:18])=[CH:13][C:12]=3[CH3:21])[N:8]=[C:4]2[CH:3]=1. (7) Given the reactants Cl[C:2](Cl)([O:4]C(=O)OC(Cl)(Cl)Cl)Cl.[NH2:13][C:14]1[CH:15]=[CH:16][C:17]([Cl:24])=[C:18]([C:20]([F:23])([F:22])[F:21])[CH:19]=1.C(N(C(C)C)C(C)C)C.[NH2:34][C:35]1[N:40]=[C:39]([O:41][C:42]2[CH:43]=[C:44]3[C:48](=[CH:49][CH:50]=2)[NH:47][CH2:46][CH2:45]3)[CH:38]=[CH:37][N:36]=1, predict the reaction product. The product is: [Cl:24][C:17]1[CH:16]=[CH:15][C:14]([NH:13][C:2]([N:47]2[C:48]3[C:44](=[CH:43][C:42]([O:41][C:39]4[CH:38]=[CH:37][N:36]=[C:35]([NH2:34])[N:40]=4)=[CH:50][CH:49]=3)[CH2:45][CH2:46]2)=[O:4])=[CH:19][C:18]=1[C:20]([F:21])([F:22])[F:23]. (8) Given the reactants C([C:3]1[CH:4]=[C:5]2[C:10](=[CH:11][CH:12]=1)[N:9]=[CH:8][C:7]([C:13]#[N:14])=[C:6]2[O:15][CH:16]([C:21]([F:24])([F:23])[F:22])[C:17]([F:20])([F:19])[F:18])=O.COC1C=CC(/[CH:39]=[C:40]2/[C:41]([NH:43][C:44]([S:46]/2)=[NH:45])=[O:42])=CC=1OC1CCCC1.C([O-])(=O)C.[Na+], predict the reaction product. The product is: [NH2:45][C:44]1[S:46]/[C:40](=[CH:39]\[C:3]2[CH:4]=[C:5]3[C:10](=[CH:11][CH:12]=2)[N:9]=[CH:8][C:7]([C:13]#[N:14])=[C:6]3[O:15][CH:16]([C:17]([F:20])([F:18])[F:19])[C:21]([F:22])([F:23])[F:24])/[C:41](=[O:42])[N:43]=1.